From a dataset of Reaction yield outcomes from USPTO patents with 853,638 reactions. Predict the reaction yield, written as a fraction of the theoretical maximum amount of product (1.0 means a 100% yield; for example, 0.34 means a 34% yield). (1) The reactants are O[Li].O.C([O:6][C:7](=[O:24])[CH2:8][CH2:9][CH2:10][CH2:11][C:12]1[CH:16]=[C:15]([C:17]2[CH:22]=[CH:21][CH:20]=[CH:19][C:18]=2[OH:23])[O:14][N:13]=1)C.Cl. The catalyst is O.O1CCOCC1. The product is [OH:23][C:18]1[CH:19]=[CH:20][CH:21]=[CH:22][C:17]=1[C:15]1[O:14][N:13]=[C:12]([CH2:11][CH2:10][CH2:9][CH2:8][C:7]([OH:24])=[O:6])[CH:16]=1. The yield is 0.870. (2) The reactants are [NH2:1][C:2]1[C:3]([CH:12]=[O:13])=[CH:4][CH:5]=[C:6]2[C:11]=1[N:10]=[CH:9][CH:8]=[CH:7]2.[CH2:14]([Mg]Br)[CH3:15]. The catalyst is C1COCC1. The product is [NH2:1][C:2]1[C:3]([CH:12]([OH:13])[CH2:14][CH3:15])=[CH:4][CH:5]=[C:6]2[C:11]=1[N:10]=[CH:9][CH:8]=[CH:7]2. The yield is 0.910. (3) The reactants are C(O)(=O)C.[N:5]1[CH:10]=[CH:9][C:8]([C:11]([CH3:23])=[CH:12][C:13]([O:15]CC2C=CC=CC=2)=[O:14])=[CH:7][CH:6]=1. The catalyst is CO. The product is [N:5]1[CH:10]=[CH:9][C:8]([CH:11]([CH3:23])[CH2:12][C:13]([OH:15])=[O:14])=[CH:7][CH:6]=1. The yield is 0.600. (4) The reactants are Br[C:2]1[CH:11]=[CH:10][CH:9]=[C:8]2[C:3]=1[CH2:4][C:5](=[O:14])[N:6]([CH2:12][CH3:13])[CH2:7]2.C1C=CC(P(C2C(C3C(P(C4C=CC=CC=4)C4C=CC=CC=4)=CC=C4C=3C=CC=C4)=C3C(C=CC=C3)=CC=2)C2C=CC=CC=2)=CC=1.C[Si]([N-][Si](C)(C)C)(C)C.[K+].[C:71](=[NH:84])([C:78]1[CH:83]=[CH:82][CH:81]=[CH:80][CH:79]=1)[C:72]1[CH:77]=[CH:76][CH:75]=[CH:74][CH:73]=1.[NH4+].[Cl-]. The catalyst is C1C=CC(/C=C/C(/C=C/C2C=CC=CC=2)=O)=CC=1.C1C=CC(/C=C/C(/C=C/C2C=CC=CC=2)=O)=CC=1.C1C=CC(/C=C/C(/C=C/C2C=CC=CC=2)=O)=CC=1.[Pd].[Pd].O.C1(C)C=CC=CC=1. The product is [C:71](=[N:84][C:2]1[CH:11]=[CH:10][CH:9]=[C:8]2[C:3]=1[CH2:4][C:5](=[O:14])[N:6]([CH2:12][CH3:13])[CH2:7]2)([C:78]1[CH:79]=[CH:80][CH:81]=[CH:82][CH:83]=1)[C:72]1[CH:77]=[CH:76][CH:75]=[CH:74][CH:73]=1. The yield is 0.160.